The task is: Regression. Given a peptide amino acid sequence and an MHC pseudo amino acid sequence, predict their binding affinity value. This is MHC class I binding data.. This data is from Peptide-MHC class I binding affinity with 185,985 pairs from IEDB/IMGT. (1) The peptide sequence is YVLDHLIVV. The MHC is HLA-A02:06 with pseudo-sequence HLA-A02:06. The binding affinity (normalized) is 1.00. (2) The MHC is HLA-A26:02 with pseudo-sequence HLA-A26:02. The peptide sequence is DTLKVGNTY. The binding affinity (normalized) is 0.273. (3) The peptide sequence is VFYEQMKRF. The MHC is H-2-Db with pseudo-sequence H-2-Db. The binding affinity (normalized) is 0. (4) The peptide sequence is LMGHFSWWT. The MHC is HLA-A68:02 with pseudo-sequence HLA-A68:02. The binding affinity (normalized) is 0.197.